Dataset: Forward reaction prediction with 1.9M reactions from USPTO patents (1976-2016). Task: Predict the product of the given reaction. (1) Given the reactants FC(F)(F)C(O)=O.[Cl:8][CH2:9][CH2:10][CH2:11]/[C:12](=[CH:16]\[C:17]1[CH:22]=[CH:21][C:20]([N:23]2[CH:27]=[C:26]([CH3:28])[N:25]=[CH:24]2)=[C:19]([O:29][CH3:30])[CH:18]=1)/[C:13]([OH:15])=O.[CH3:31][O:32][C:33]1[CH:41]=[C:40]2[C:36]([CH2:37][CH2:38][CH:39]2[NH2:42])=[CH:35][CH:34]=1.C(N(C(C)C)CC)(C)C.C1C=CC2N(O)N=NC=2C=1.C(=O)(O)[O-].[Na+], predict the reaction product. The product is: [CH3:31][O:32][C:33]1[CH:41]=[C:40]2[C:36]([CH2:37][CH2:38][CH:39]2[NH:42][C:13](=[O:15])/[C:12](=[CH:16]/[C:17]2[CH:22]=[CH:21][C:20]([N:23]3[CH:27]=[C:26]([CH3:28])[N:25]=[CH:24]3)=[C:19]([O:29][CH3:30])[CH:18]=2)/[CH2:11][CH2:10][CH2:9][Cl:8])=[CH:35][CH:34]=1. (2) Given the reactants [C@@H:1]([C@@H:5]([C:14](=[O:63])[N:15]([CH3:62])[C@@H:16]([CH:59]([CH3:61])[CH3:60])[CH2:17][C@H:18]([C:35]1[S:36][CH:37]=[C:38]([C:40]([NH:42][C@@H:43]([CH2:52][C:53]2[CH:58]=[CH:57][CH:56]=[CH:55][CH:54]=2)[CH2:44][C@H:45]([CH3:51])[C:46]([O:48][CH2:49][CH3:50])=[O:47])=[O:41])[N:39]=1)[O:19][C:20](=[O:34])[C@H:21]([C@H:30]([CH2:32][CH3:33])[CH3:31])[NH:22][C:23](=[O:29])[O:24][C:25]([CH3:28])([CH3:27])[CH3:26])[NH:6][C:7](=[O:13])[O:8][C:9]([CH3:12])([CH3:11])[CH3:10])([CH2:3][CH3:4])[CH3:2].[OH-].[Na+].C(#N)C.Cl, predict the reaction product. The product is: [C:9]([O:8][C:7]([NH:6][C@@H:5]([C@@H:1]([CH3:2])[CH2:3][CH3:4])[C:14]([N:15]([C@@H:16]([CH:59]([CH3:61])[CH3:60])[CH2:17][C@H:18]([C:35]1[S:36][CH:37]=[C:38]([C:40]([NH:42][C@@H:43]([CH2:52][C:53]2[CH:58]=[CH:57][CH:56]=[CH:55][CH:54]=2)[CH2:44][C@H:45]([CH3:51])[C:46]([O:48][CH2:49][CH3:50])=[O:47])=[O:41])[N:39]=1)[OH:19])[CH3:62])=[O:63])=[O:13])([CH3:11])([CH3:12])[CH3:10].[C:9]([O:8][C:7]([NH:6][C@@H:5]([C@@H:1]([CH3:2])[CH2:3][CH3:4])[C:14]([N:15]([C@@H:16]([CH:59]([CH3:60])[CH3:61])[CH2:17][C@H:18]([C:35]1[S:36][CH:37]=[C:38]([C:40]([NH:42][C@@H:43]([CH2:52][C:53]2[CH:58]=[CH:57][CH:56]=[CH:55][CH:54]=2)[CH2:44][C@H:45]([CH3:51])[C:46]([OH:48])=[O:47])=[O:41])[N:39]=1)[OH:19])[CH3:62])=[O:63])=[O:13])([CH3:11])([CH3:10])[CH3:12].[C@@H:1]([C@@H:5]([C:14](=[O:63])[N:15]([CH3:62])[C@@H:16]([CH:59]([CH3:60])[CH3:61])[CH2:17][C@H:18]([C:35]1[S:36][CH:37]=[C:38]([C:40]([NH:42][C@@H:43]([CH2:52][C:53]2[CH:54]=[CH:55][CH:56]=[CH:57][CH:58]=2)[CH2:44][C@H:45]([CH3:51])[C:46]([O:48][CH2:49][CH3:50])=[O:47])=[O:41])[N:39]=1)[O:19][C:20](=[O:34])[C@H:21]([C@H:30]([CH2:32][CH3:33])[CH3:31])[NH:22][C:23](=[O:29])[O:24][C:25]([CH3:26])([CH3:27])[CH3:28])[NH:6][C:7](=[O:13])[O:8][C:9]([CH3:11])([CH3:12])[CH3:10])([CH2:3][CH3:4])[CH3:2].